Dataset: Full USPTO retrosynthesis dataset with 1.9M reactions from patents (1976-2016). Task: Predict the reactants needed to synthesize the given product. (1) Given the product [CH2:51]([N:19]1[CH2:20][CH2:21][CH2:22][C@@H:17]([NH:16][C:11]2[N:12]=[CH:13][CH:14]=[CH:15][C:10]=2[C:9]([NH:8][C:4]2[CH:5]=[CH:6][CH:7]=[C:2]([Cl:1])[CH:3]=2)=[O:23])[CH2:18]1)[C:52]1[CH:57]=[CH:56][CH:55]=[CH:54][CH:53]=1, predict the reactants needed to synthesize it. The reactants are: [Cl:1][C:2]1[CH:3]=[C:4]([NH:8][C:9](=[O:23])[C:10]2[CH:15]=[CH:14][CH:13]=[N:12][C:11]=2[NH:16][C@H:17]2[CH2:22][CH2:21][CH2:20][NH:19][CH2:18]2)[CH:5]=[CH:6][CH:7]=1.ClC1C=C(NC(=O)C2C=CC=NC=2NC2CC(C)(C)NC(C)(C)C2)C=CC=1.[CH2:51](Cl)[C:52]1[CH:57]=[CH:56][CH:55]=[CH:54][CH:53]=1.BrCCO. (2) Given the product [ClH:1].[ClH:1].[NH2:8][CH2:9][CH2:10][NH:11][S:12]([C:15]1[C:16]2[CH:17]=[CH:18][N:19]=[CH:20][C:21]=2[CH:22]=[C:23]([C:25]2[CH:30]=[CH:29][CH:28]=[CH:27][CH:26]=2)[CH:24]=1)(=[O:14])=[O:13], predict the reactants needed to synthesize it. The reactants are: [ClH:1].C(OC(=O)[NH:8][CH2:9][CH2:10][NH:11][S:12]([C:15]1[C:16]2[CH:17]=[CH:18][N:19]=[CH:20][C:21]=2[CH:22]=[C:23]([C:25]2[CH:30]=[CH:29][CH:28]=[CH:27][CH:26]=2)[CH:24]=1)(=[O:14])=[O:13])(C)(C)C.CO. (3) Given the product [Br:20][CH:21]([CH2:25][CH2:26][Br:27])[C:22]([NH:6][CH2:5][C:4]1[CH:7]=[CH:8][C:9]([CH3:10])=[C:2]([F:1])[CH:3]=1)=[O:23], predict the reactants needed to synthesize it. The reactants are: [F:1][C:2]1[CH:3]=[C:4]([CH:7]=[CH:8][C:9]=1[CH3:10])[CH2:5][NH2:6].C(N(C(C)C)C(C)C)C.[Br:20][CH:21]([CH2:25][CH2:26][Br:27])[C:22](Cl)=[O:23]. (4) Given the product [CH3:45][O:44][C:41]1[CH:42]=[CH:43][C:38]([O:37][C:35](=[O:36])[NH:7][C:8]2[C:13]3[NH:14][C:15]([C:17]4[C:18](=[O:33])[NH:19][CH:20]=[CH:21][C:22]=4[NH:23][CH2:24][C@@H:25]([OH:32])[C:26]4[CH:27]=[CH:28][CH:29]=[CH:30][CH:31]=4)=[N:16][C:12]=3[CH:11]=[CH:10][CH:9]=2)=[CH:39][CH:40]=1, predict the reactants needed to synthesize it. The reactants are: N1C=CC=CC=1.[NH2:7][C:8]1[C:13]2[NH:14][C:15]([C:17]3[C:18](=[O:33])[NH:19][CH:20]=[CH:21][C:22]=3[NH:23][CH2:24][C@@H:25]([OH:32])[C:26]3[CH:31]=[CH:30][CH:29]=[CH:28][CH:27]=3)=[N:16][C:12]=2[CH:11]=[CH:10][CH:9]=1.Cl[C:35]([O:37][C:38]1[CH:43]=[CH:42][C:41]([O:44][CH3:45])=[CH:40][CH:39]=1)=[O:36].